From a dataset of Full USPTO retrosynthesis dataset with 1.9M reactions from patents (1976-2016). Predict the reactants needed to synthesize the given product. (1) Given the product [CH3:44][C:25]1([CH3:24])[CH2:38][C:37]2[S:36][C:35]3[C:30](=[CH:31][CH:32]=[C:33]([CH2:39][C:40]([N:49]([CH2:45][CH:46]([CH3:48])[CH3:47])[CH3:50])=[O:42])[CH:34]=3)[C:29](=[O:43])[C:28]=2[CH2:27][CH2:26]1, predict the reactants needed to synthesize it. The reactants are: O.ON1C2C=CC=CC=2N=N1.Cl.CN(C)CCCN=C=NCC.[CH3:24][C:25]1([CH3:44])[CH2:38][C:37]2[S:36][C:35]3[C:30](=[CH:31][CH:32]=[C:33]([CH2:39][C:40]([OH:42])=O)[CH:34]=3)[C:29](=[O:43])[C:28]=2[CH2:27][CH2:26]1.[CH2:45]([NH:49][CH3:50])[CH:46]([CH3:48])[CH3:47]. (2) The reactants are: [NH:1]([C:3]([C:5]1[NH:6][C:7]2[C:12]([CH:13]=1)=[CH:11][CH:10]=[CH:9][C:8]=2[NH:14][S:15]([C:18]1[S:19][CH:20]=[CH:21][CH:22]=1)(=[O:17])=[O:16])=[O:4])[NH2:2].[CH:23](OC)(OC)OC. Given the product [O:4]1[CH:23]=[N:2][N:1]=[C:3]1[C:5]1[NH:6][C:7]2[C:12]([CH:13]=1)=[CH:11][CH:10]=[CH:9][C:8]=2[NH:14][S:15]([C:18]1[S:19][CH:20]=[CH:21][CH:22]=1)(=[O:17])=[O:16], predict the reactants needed to synthesize it. (3) Given the product [CH2:1]([O:8][C:9](=[O:26])[NH:10][C:11]1[CH:16]=[CH:15][C:14]([O:17][C:18]2[CH:23]=[CH:22][N:21]=[C:20]([NH:24][C:38]([N:45]([CH3:46])[CH:44]3[CH2:33][CH2:32][N:29]([CH3:27])[CH2:30][CH2:31]3)=[O:37])[CH:19]=2)=[CH:13][C:12]=1[F:25])[C:2]1[CH:3]=[CH:4][CH:5]=[CH:6][CH:7]=1, predict the reactants needed to synthesize it. The reactants are: [CH2:1]([O:8][C:9](=[O:26])[NH:10][C:11]1[CH:16]=[CH:15][C:14]([O:17][C:18]2[CH:23]=[CH:22][N:21]=[C:20]([NH2:24])[CH:19]=2)=[CH:13][C:12]=1[F:25])[C:2]1[CH:7]=[CH:6][CH:5]=[CH:4][CH:3]=1.[CH2:27]([N:29]([CH2:32][CH3:33])[CH2:30][CH3:31])C.ClC([O:37][C:38]1C=CC=CC=1)=O.[CH3:44][N:45]1CCC(NC)C[CH2:46]1. (4) Given the product [F:44][C:31]([F:30])([F:43])[O:32][C:33]1[CH:38]=[CH:37][C:36]([S:39]([NH:20][CH2:19][CH2:18][CH2:17][N:7]2[C:8]3[CH:15]=[CH:14][C:13]([Cl:16])=[CH:12][C:9]=3[CH2:10][CH2:11][C:5]3[CH:4]=[C:3]([Cl:2])[CH:22]=[CH:21][C:6]2=3)(=[O:41])=[O:40])=[CH:35][CH:34]=1, predict the reactants needed to synthesize it. The reactants are: Cl.[Cl:2][C:3]1[CH:22]=[CH:21][C:6]2[N:7]([CH2:17][CH2:18][CH2:19][NH2:20])[C:8]3[CH:15]=[CH:14][C:13]([Cl:16])=[CH:12][C:9]=3[CH2:10][CH2:11][C:5]=2[CH:4]=1.C(N(CC)CC)C.[F:30][C:31]([F:44])([F:43])[O:32][C:33]1[CH:38]=[CH:37][C:36]([S:39](Cl)(=[O:41])=[O:40])=[CH:35][CH:34]=1.